From a dataset of Reaction yield outcomes from USPTO patents with 853,638 reactions. Predict the reaction yield, written as a fraction of the theoretical maximum amount of product (1.0 means a 100% yield; for example, 0.34 means a 34% yield). (1) The reactants are CCO[C:4]([C:6]1[N:23]([C:24](OC(C)(C)C)=O)[C:9]2=[N:10][CH:11]=[C:12](OC(=O)C3C=CC=CC=3)[CH:13]=[C:8]2[CH:7]=1)=O.[C:31]([Li])(C)(C)C.[CH3:36][N:37](C)[CH:38]=[O:39].C(O)(=O)[CH2:42][C:43]([CH2:48]C(O)=O)([C:45](O)=O)[OH:44].[O:54]1CCC[CH2:55]1. No catalyst specified. The product is [C:43]([O:44][C:38]([N:37]1[CH2:36][C@@H:24]([CH3:31])[N:23]2[C@H:6]([CH2:7][C:8]3[C:9]2=[N:10][C:11]([CH:55]=[O:54])=[CH:12][CH:13]=3)[CH2:4]1)=[O:39])([CH3:42])([CH3:45])[CH3:48]. The yield is 0.401. (2) The product is [CH3:1][N:2]1[C:7](=[O:8])[CH:6]=[C:5]([NH:9][C:10]2[CH:19]=[CH:18][C:17]3[C:12](=[CH:13][CH:14]=[CH:15][CH:16]=3)[CH:11]=2)[C:4]([C:20]([O:22][C:28]2[C:29]([F:38])=[C:30]([F:37])[C:31]([F:36])=[C:32]([F:35])[C:33]=2[F:34])=[O:21])=[CH:3]1. The catalyst is C1COCC1. The reactants are [CH3:1][N:2]1[C:7](=[O:8])[CH:6]=[C:5]([NH:9][C:10]2[CH:19]=[CH:18][C:17]3[C:12](=[CH:13][CH:14]=[CH:15][CH:16]=3)[CH:11]=2)[C:4]([C:20]([OH:22])=[O:21])=[CH:3]1.FC(F)(F)C(O[C:28]1[C:33]([F:34])=[C:32]([F:35])[C:31]([F:36])=[C:30]([F:37])[C:29]=1[F:38])=O.N1C=CC=CC=1. The yield is 0.970. (3) The reactants are [Cl:1][C:2]1[CH:3]=[CH:4][C:5]([C:8]2[C:12]([CH2:13][O:14][C:15]3[CH:23]=[CH:22][C:18]([C:19]([OH:21])=O)=[CH:17][N:16]=3)=[C:11]([CH3:24])[O:10][N:9]=2)=[N:6][CH:7]=1.ClC1C=C([C:32]2[C:36]([CH2:37]OC3C=CC(C(O)=O)=CN=3)=[C:35](C)[O:34]N=2)C=CC=1.[NH2:49]C(C)(C)CO. No catalyst specified. The product is [Cl:1][C:2]1[CH:3]=[CH:4][C:5]([C:8]2[C:12]([CH2:13][O:14][C:15]3[CH:23]=[CH:22][C:18]([C:19]([NH2:49])=[O:21])=[C:17]([C:36]([CH3:37])([CH3:32])[CH2:35][OH:34])[N:16]=3)=[C:11]([CH3:24])[O:10][N:9]=2)=[N:6][CH:7]=1. The yield is 0.530. (4) The reactants are [C:1]1([S:7]([C:10]2([CH2:19][NH2:20])[CH2:18][C:17]3[C:12](=[CH:13][CH:14]=[CH:15][CH:16]=3)[CH2:11]2)(=[O:9])=[O:8])[CH:6]=[CH:5][CH:4]=[CH:3][CH:2]=1.[N:21]([C:24]1[C:29]([CH:30]([CH3:32])[CH3:31])=[CH:28][CH:27]=[CH:26][C:25]=1[CH:33]([CH3:35])[CH3:34])=[C:22]=[O:23]. No catalyst specified. The product is [C:1]1([S:7]([C:10]2([CH2:19][NH:20][C:22]([NH:21][C:24]3[C:25]([CH:33]([CH3:34])[CH3:35])=[CH:26][CH:27]=[CH:28][C:29]=3[CH:30]([CH3:32])[CH3:31])=[O:23])[CH2:11][C:12]3[C:17](=[CH:16][CH:15]=[CH:14][CH:13]=3)[CH2:18]2)(=[O:9])=[O:8])[CH:2]=[CH:3][CH:4]=[CH:5][CH:6]=1. The yield is 0.360. (5) The reactants are [OH:1][CH:2]1[C:11]2[C:6](=[CH:7][CH:8]=[C:9]([N:12]3[C:17](=[O:18])[C:16]([CH2:19][C:20]4[CH:25]=[CH:24][C:23]([C:26]5[C:27]([C:32]#[N:33])=[CH:28][CH:29]=[CH:30][CH:31]=5)=[CH:22][CH:21]=4)=[C:15]([CH2:34][CH2:35][CH3:36])[N:14]=[C:13]3[CH3:37])[CH:10]=2)[O:5][C:4]([CH3:39])([CH3:38])[CH2:3]1.[H-].[Na+].I[CH3:43].S([O-])(O)(=O)=O.[K+]. The catalyst is CN(C)C=O. The product is [CH3:43][O:1][CH:2]1[C:11]2[C:6](=[CH:7][CH:8]=[C:9]([N:12]3[C:17](=[O:18])[C:16]([CH2:19][C:20]4[CH:25]=[CH:24][C:23]([C:26]5[C:27]([C:32]#[N:33])=[CH:28][CH:29]=[CH:30][CH:31]=5)=[CH:22][CH:21]=4)=[C:15]([CH2:34][CH2:35][CH3:36])[N:14]=[C:13]3[CH3:37])[CH:10]=2)[O:5][C:4]([CH3:38])([CH3:39])[CH2:3]1. The yield is 0.770. (6) The reactants are C(OC([C:6]12C[C:7]1(C)[C:8]1[C:13]([N:14](CC3C=CC(OC)=CC=3)[C:15]2=[O:16])=[CH:12][CH:11]=[C:10](Cl)[CH:9]=1)=O)C.O=[N+]([O-])[O-].[O-][N+](=O)[O-].[O-][N+](=O)[O-].[O-][N+](=O)[O-].[O-][N+](=O)[O-].[O-][N+](=O)[O-].[Ce+4].[NH4+].[NH4+]. The catalyst is C(#N)C.O. The product is [NH:14]1[C:13]2[C:8](=[CH:9][CH:10]=[CH:11][CH:12]=2)[CH:7]=[CH:6][C:15]1=[O:16]. The yield is 0.860.